Predict the reaction yield, written as a fraction of the theoretical maximum amount of product (1.0 means a 100% yield; for example, 0.34 means a 34% yield). From a dataset of Reaction yield outcomes from USPTO patents with 853,638 reactions. (1) The reactants are [CH3:1][S:2]([NH:5][C:6]1[CH:17]=[CH:16][C:9]2[S:10][C:11]([C:13]([OH:15])=O)=[CH:12][C:8]=2[CH:7]=1)(=[O:4])=[O:3].[NH2:18][C:19]1[CH:20]=[C:21]([C:25]([C:28]2[CH:29]=[C:30]([CH:33]=[CH:34][CH:35]=2)[C:31]#[N:32])([CH3:27])[CH3:26])[CH:22]=[CH:23][CH:24]=1.CN(C(ON1N=NC2C=CC=NC1=2)=[N+](C)C)C.F[P-](F)(F)(F)(F)F.CCN(C(C)C)C(C)C. The catalyst is CN(C=O)C. The product is [C:31]([C:30]1[CH:29]=[C:28]([C:25]([C:21]2[CH:20]=[C:19]([NH:18][C:13]([C:11]3[S:10][C:9]4[CH:16]=[CH:17][C:6]([NH:5][S:2]([CH3:1])(=[O:3])=[O:4])=[CH:7][C:8]=4[CH:12]=3)=[O:15])[CH:24]=[CH:23][CH:22]=2)([CH3:27])[CH3:26])[CH:35]=[CH:34][CH:33]=1)#[N:32]. The yield is 0.560. (2) The reactants are [CH:1]1([NH:4][C:5]([C:7]2[CH:11]=[C:10]([N+:12]([O-])=O)[NH:9][N:8]=2)=[O:6])[CH2:3][CH2:2]1. The catalyst is C(O)C.[Pt]=O. The product is [NH2:12][C:10]1[NH:9][N:8]=[C:7]([C:5]([NH:4][CH:1]2[CH2:2][CH2:3]2)=[O:6])[CH:11]=1. The yield is 1.00.